From a dataset of Reaction yield outcomes from USPTO patents with 853,638 reactions. Predict the reaction yield, written as a fraction of the theoretical maximum amount of product (1.0 means a 100% yield; for example, 0.34 means a 34% yield). (1) The reactants are [N+:1]([C:4]1[CH:5]=[CH:6][C:7]2[NH:12][CH2:11][CH2:10][S:9][C:8]=2[CH:13]=1)([O-:3])=[O:2].Cl.Cl[CH2:16][CH2:17][N:18]1[CH2:23][CH2:22][CH2:21][CH2:20][CH2:19]1. The catalyst is [Br-].C([N+](CCCC)(CCCC)CCCC)CCC.ClCCl.[OH-].[Na+].O. The product is [N+:1]([C:4]1[CH:5]=[CH:6][C:7]2[N:12]([CH2:16][CH2:17][N:18]3[CH2:23][CH2:22][CH2:21][CH2:20][CH2:19]3)[CH2:11][CH2:10][S:9][C:8]=2[CH:13]=1)([O-:3])=[O:2]. The yield is 0.598. (2) The reactants are [CH3:1][C:2]([CH3:15])([CH3:14])[C:3]#[C:4][C:5]1[S:9][C:8]([C:10]([OH:12])=[O:11])=[C:7]([I:13])[CH:6]=1.[CH3:16]N(C=O)C.C(Cl)(=O)C(Cl)=O. The catalyst is ClCCl. The product is [CH3:16][O:11][C:10]([C:8]1[S:9][C:5]([C:4]#[C:3][C:2]([CH3:15])([CH3:14])[CH3:1])=[CH:6][C:7]=1[I:13])=[O:12]. The yield is 0.800. (3) The reactants are [F:1][C:2]1[CH:3]=[C:4]([CH:23]=[CH:24][C:25]=1[F:26])[CH2:5][NH:6][C:7](=[O:22])[C:8]1[CH:13]=[CH:12][CH:11]=[N:10][C:9]=1[NH:14][C:15]1[CH:20]=[CH:19][CH:18]=[C:17](I)[CH:16]=1.[C:27](=[O:30])(O)[O-].[Na+]. The catalyst is C1C=CC(P(C2C=CC=CC=2)C2C=CC=CC=2)=CC=1.C1C=CC(P(C2C=CC=CC=2)C2C=CC=CC=2)=CC=1.Cl[Pd]Cl.CN(C)C=O. The product is [F:1][C:2]1[CH:3]=[C:4]([CH:23]=[CH:24][C:25]=1[F:26])[CH2:5][NH:6][C:7](=[O:22])[C:8]1[CH:13]=[CH:12][CH:11]=[N:10][C:9]=1[NH:14][C:15]1[CH:20]=[CH:19][CH:18]=[C:17]([C:3]2[CH:2]=[CH:25][CH:24]=[C:23]3[C:4]=2[CH2:5][NH:6][C:27]3=[O:30])[CH:16]=1. The yield is 0.0600. (4) The reactants are [CH3:1][O:2][C:3]1[CH:13]=[CH:12][C:6]([C:7]([O:9][CH2:10][CH3:11])=[O:8])=[CH:5][CH:4]=1.CO[CH2:16][Cl:17].[Sn](Cl)(Cl)(Cl)Cl.O. The catalyst is ClCCl. The product is [Cl:17][CH2:16][C:4]1[CH:5]=[C:6]([CH:12]=[CH:13][C:3]=1[O:2][CH3:1])[C:7]([O:9][CH2:10][CH3:11])=[O:8]. The yield is 0.600. (5) The reactants are Br[C:2]1[CH:3]=[N:4][CH:5]=[CH:6][CH:7]=1.C([Li])CCC.N1C=CC=CC=1[Li].[O:20]=[C:21]1[CH2:27][CH:26]2[CH2:28][CH:22]1[CH2:23][N:24]([C:29]([O:31][CH2:32][CH3:33])=[O:30])[CH2:25]2. The catalyst is C(OCC)C.C1COCC1. The product is [OH:20][C:21]1([C:2]2[CH:3]=[N:4][CH:5]=[CH:6][CH:7]=2)[CH2:27][CH:26]2[CH2:28][CH:22]1[CH2:23][N:24]([C:29]([O:31][CH2:32][CH3:33])=[O:30])[CH2:25]2. The yield is 0.860.